Predict the product of the given reaction. From a dataset of Forward reaction prediction with 1.9M reactions from USPTO patents (1976-2016). (1) Given the reactants [C:1]1([C:7]2[N:8]=[CH:9][NH:10][C:11]=2[C:12]2[CH:17]=[CH:16][CH:15]=[CH:14][CH:13]=2)[CH:6]=[CH:5][CH:4]=[CH:3][CH:2]=1.CS(O[CH2:23][CH2:24][CH2:25][CH2:26][CH2:27][NH:28][C:29]([O:31][C:32]([CH3:35])([CH3:34])[CH3:33])=[O:30])(=O)=O.C(=O)([O-])[O-].[K+].[K+], predict the reaction product. The product is: [C:1]1([C:7]2[N:8]=[CH:9][N:10]([CH2:23][CH2:24][CH2:25][CH2:26][CH2:27][NH:28][C:29](=[O:30])[O:31][C:32]([CH3:35])([CH3:34])[CH3:33])[C:11]=2[C:12]2[CH:13]=[CH:14][CH:15]=[CH:16][CH:17]=2)[CH:6]=[CH:5][CH:4]=[CH:3][CH:2]=1. (2) Given the reactants [Cl:1][C:2]1[N:7]=[CH:6][C:5]2[C:8]([N:14]3[CH2:18][CH2:17][NH:16][C:15]3=[O:19])=[N:9][N:10]([CH:11]([CH3:13])[CH3:12])[C:4]=2[CH:3]=1.[C:20](O[C:20]([O:22][C:23]([CH3:26])([CH3:25])[CH3:24])=[O:21])([O:22][C:23]([CH3:26])([CH3:25])[CH3:24])=[O:21], predict the reaction product. The product is: [C:23]([O:22][C:20]([N:16]1[CH2:17][CH2:18][N:14]([C:8]2[C:5]3[CH:6]=[N:7][C:2]([Cl:1])=[CH:3][C:4]=3[N:10]([CH:11]([CH3:13])[CH3:12])[N:9]=2)[C:15]1=[O:19])=[O:21])([CH3:26])([CH3:25])[CH3:24]. (3) Given the reactants [CH:1]1([NH:4][C:5]2[N:10]3[N:11]=[CH:12][C:13]([CH:14]=O)=[C:9]3[N:8]=[C:7]([C:16]3[CH:21]=[CH:20][CH:19]=[C:18]([OH:22])[CH:17]=3)[CH:6]=2)[CH2:3][CH2:2]1.N1CCCCC1.[NH:29]1[CH2:35][C:33](=[O:34])[NH:32][C:30]1=[O:31], predict the reaction product. The product is: [CH:1]1([NH:4][C:5]2[N:10]3[N:11]=[CH:12][C:13]([CH:14]=[C:35]4[NH:29][C:30](=[O:31])[NH:32][C:33]4=[O:34])=[C:9]3[N:8]=[C:7]([C:16]3[CH:21]=[CH:20][CH:19]=[C:18]([OH:22])[CH:17]=3)[CH:6]=2)[CH2:3][CH2:2]1. (4) The product is: [CH3:1][O:2][C:3]([C:5]1[C:6]([OH:24])=[C:7]2[C:12](=[CH:13][N:14]=1)[N:11]([CH2:15][C:16]1[CH:21]=[CH:20][CH:19]=[CH:18][CH:17]=1)[C:10](=[O:22])[C:9]([C:30]1[CH:31]=[N:32][CH:33]=[CH:34][CH:35]=1)=[CH:8]2)=[O:4]. Given the reactants [CH3:1][O:2][C:3]([C:5]1[C:6]([OH:24])=[C:7]2[C:12](=[CH:13][N:14]=1)[N:11]([CH2:15][C:16]1[CH:21]=[CH:20][CH:19]=[CH:18][CH:17]=1)[C:10](=[O:22])[C:9](Br)=[CH:8]2)=[O:4].C([Sn](CCCC)(CCCC)[C:30]1[CH:31]=[N:32][CH:33]=[CH:34][CH:35]=1)CCC.CCOC(C)=O.Cl, predict the reaction product. (5) Given the reactants F[C:2]1[CH:7]=[CH:6][C:5]([N+:8]([O-:10])=[O:9])=[CH:4][C:3]=1[F:11].[CH3:12][N:13]([CH3:17])[CH2:14][CH2:15][OH:16].C(=O)([O-])[O-].[Cs+].[Cs+], predict the reaction product. The product is: [F:11][C:3]1[CH:4]=[C:5]([N+:8]([O-:10])=[O:9])[CH:6]=[CH:7][C:2]=1[O:16][CH2:15][CH2:14][N:13]([CH3:17])[CH3:12]. (6) Given the reactants Br[C:2]1[CH:7]=[CH:6][C:5]([C:8]2[C:12]3[CH2:13][C:14]4[S:15][CH:16]=[CH:17][C:18]=4[C:11]=3[N:10]([CH2:19][O:20][CH2:21][CH2:22][Si:23]([CH3:26])([CH3:25])[CH3:24])[N:9]=2)=[CH:4][CH:3]=1.[N:27]1[CH:32]=[CH:31][C:30]([NH2:33])=[CH:29][CH:28]=1.C([O-])([O-])=O.[Cs+].[Cs+].CC1(C)C2C(=C(P(C3C=CC=CC=3)C3C=CC=CC=3)C=CC=2)OC2C(P(C3C=CC=CC=3)C3C=CC=CC=3)=CC=CC1=2, predict the reaction product. The product is: [N:27]1[CH:32]=[CH:31][C:30]([NH:33][C:2]2[CH:7]=[CH:6][C:5]([C:8]3[C:12]4[CH2:13][C:14]5[S:15][CH:16]=[CH:17][C:18]=5[C:11]=4[N:10]([CH2:19][O:20][CH2:21][CH2:22][Si:23]([CH3:26])([CH3:25])[CH3:24])[N:9]=3)=[CH:4][CH:3]=2)=[CH:29][CH:28]=1. (7) Given the reactants [C:1]([N:3]1[C:11]2[CH:10]=[CH:9][C:8]([CH3:12])=[CH:7][C:6]=2[C:5]2[CH2:13][N:14]([CH3:17])[CH2:15][CH2:16][C:4]1=2)#[CH:2].Cl.Br[C:20]1[CH:25]=[CH:24][N:23]=[CH:22][CH:21]=1.CCCC[N+](CCCC)(CCCC)CCCC.[F-:43].C(=O)(O)[O-], predict the reaction product. The product is: [F:43]/[C:2](/[C:20]1[CH:25]=[CH:24][N:23]=[CH:22][CH:21]=1)=[CH:1]\[N:3]1[C:11]2[CH:10]=[CH:9][C:8]([CH3:12])=[CH:7][C:6]=2[C:5]2[CH2:13][N:14]([CH3:17])[CH2:15][CH2:16][C:4]1=2.